This data is from Full USPTO retrosynthesis dataset with 1.9M reactions from patents (1976-2016). The task is: Predict the reactants needed to synthesize the given product. (1) Given the product [CH2:1]([C@H:8]([NH:21][C:22]([C@@H:24]([NH:35][C:36]([C@@H:38]([NH:40][C:41]([CH:43]1[CH2:44][C:45]2[C:50](=[CH:49][CH:48]=[CH:47][CH:46]=2)[CH2:51]1)=[O:42])[CH3:39])=[O:37])[CH2:25][C:26]1[C:34]2[C:29](=[CH:30][CH:31]=[CH:32][CH:33]=2)[NH:28][CH:27]=1)=[O:23])[C:9]([C:11](=[O:20])[NH:12][CH2:13][C:14]1[CH:15]=[CH:16][CH:17]=[CH:18][CH:19]=1)=[O:10])[C:2]1[CH:3]=[CH:4][CH:5]=[CH:6][CH:7]=1, predict the reactants needed to synthesize it. The reactants are: [CH2:1]([C@H:8]([NH:21][C:22]([C@@H:24]([NH:35][C:36]([C@@H:38]([NH:40][C:41]([CH:43]1[CH2:51][C:50]2[C:45](=[CH:46][CH:47]=[CH:48][CH:49]=2)[CH2:44]1)=[O:42])[CH3:39])=[O:37])[CH2:25][C:26]1[C:34]2[C:29](=[CH:30][CH:31]=[CH:32][CH:33]=2)[NH:28][CH:27]=1)=[O:23])[CH:9]([C:11](=[O:20])[NH:12][CH2:13][C:14]1[CH:19]=[CH:18][CH:17]=[CH:16][CH:15]=1)[OH:10])[C:2]1[CH:7]=[CH:6][CH:5]=[CH:4][CH:3]=1.CC(OI1(OC(C)=O)(OC(C)=O)OC(=O)C2C=CC=CC1=2)=O. (2) The reactants are: [CH2:1]([O:5][C:6]1[CH:11]=[CH:10][C:9]([S:12](Cl)(=[O:14])=[O:13])=[CH:8][C:7]=1[C:16]1[NH:17][C:18](=[S:29])[C:19]2[N:24]([CH3:25])[N:23]=[C:22]([CH2:26][CH2:27][CH3:28])[C:20]=2[N:21]=1)[CH:2]([CH3:4])[CH3:3].[CH3:30][N:31]1[CH2:36][CH2:35][NH:34][CH2:33][CH2:32]1. Given the product [CH2:1]([O:5][C:6]1[CH:11]=[CH:10][C:9]([S:12]([N:34]2[CH2:35][CH2:36][N:31]([CH3:30])[CH2:32][CH2:33]2)(=[O:14])=[O:13])=[CH:8][C:7]=1[C:16]1[NH:17][C:18](=[S:29])[C:19]2[N:24]([CH3:25])[N:23]=[C:22]([CH2:26][CH2:27][CH3:28])[C:20]=2[N:21]=1)[CH:2]([CH3:4])[CH3:3], predict the reactants needed to synthesize it.